Dataset: Drug-target binding data from BindingDB using Kd measurements. Task: Regression. Given a target protein amino acid sequence and a drug SMILES string, predict the binding affinity score between them. We predict pKd (pKd = -log10(Kd in M); higher means stronger binding). Dataset: bindingdb_kd. (1) The small molecule is CSCC[C@H](NC(=O)[C@@H](NC(=O)[C@@H](NC(=O)[C@H](CCC(=O)O)NC(=O)[C@H](Cc1c[nH]c2ccccc12)NC(=O)[C@H](CCC(=O)O)NC(=O)[C@H](CCC(=O)O)NC(=O)[C@H](CCC(N)=O)NC(=O)[C@H](CC(C)C)NC(=S)Nc1ccc2c(c1)C(=O)OC21c2ccc(O)cc2Oc2cc(O)ccc21)[C@@H](C)O)C(C)C)C(=O)O. The target protein sequence is NENEPREADKSHPEQRELRPRLCTMKKGPSGYGFNLHSDKSKPGQFIRSVDPDSPAEASGLRAQDRIVEVNGVCMEGKQHGDVVSAIRAGGDETKLLVVDRETDEFFKKCRVIPSQEHLNGPLPVPFTNGEIQKENSREALAEAALESPRPALVRSASSDTSEELNSQ. The pKd is 6.4. (2) The drug is O=C1OC(O)(Cc2ccc(Cl)cc2)C(c2ccc(Cl)cc2)=C1c1c[nH]c2cc(Cl)ccc12. The target protein sequence is MCNTNMSVPTDGAVTTSQIPASEQETLVRPKPLLLKLLKSVGAQKDTYTMKEVLFYLGQYIMTKRLYDEKQQHIVYCSNDLLGDLFGVPSFSVKEHRKIYTMIYRNLVVVNQQESSDS. The pKd is 4.2. (3) The compound is CSc1cccc(Nc2ncc3cc(-c4c(Cl)cccc4Cl)c(=O)n(C)c3n2)c1. The target is PFCDPK1(Pfalciparum). The pKd is 5.5. (4) The drug is Fc1ccc(Cn2c(-c3cscn3)nc3ccccc32)c(Cl)c1. The target protein (P62942) has sequence MGVQVETISPGDGRTFPKRGQTCVVHYTGMLEDGKKFDSSRDRNKPFKFMLGKQEVIRGWEEGVAQMSVGQRAKLTISPDYAYGATGHPGIIPPHATLVFDVELLKLE. The pKd is 2.4. (5) The compound is Cc1sc2c(c1C)C(c1ccc(Cl)cc1)=N[C@@H](CC(=O)OC(C)(C)C)c1nnc(C)n1-2. The target protein sequence is NPPPPETSNPNKPKRQTNQLQYLLRVVLKTLWKHQFAWPFQQPVDAVKLNLPDFYKIIKTPMDMGTIKKRLENNYYWNAQECIQDFNTMFTNCYIYNKPGDDIVLMAEALEKLFLQKINELPT. The pKd is 6.3. (6) The drug is CSCC[C@H](NC(=O)[C@H](CCCNC(=N)N)NC(=O)[C@@H]1CCCN1C(=O)[C@H](CCCNC(=N)N)NC(=O)[C@H](CCCNC(=N)N)NC(=O)[C@H](C)NC(=O)CNC(=O)[C@H](C)NC(=O)[C@H](C)NC(=O)[C@H](C)NC(=O)CNC(=O)[C@@H](N)CCCNC(=N)N)C(=O)N[C@@H](CCCCN)C(=O)N[C@@H](CCCCN)C(=O)N[C@@H](CCCCN)C(=O)N[C@H](C(=O)N[C@@H](CCCNC(=N)N)C(=O)N[C@@H](CCCNC(=N)N)C(=O)N[C@@H](CCCNC(=N)N)C(=O)N[C@@H](CO)C(=O)O)[C@@H](C)O. The target protein sequence is ASSTTSPTEETTQKLTVSHIEGYECQPIFLNVLEAIEPGVVCAGHDNNQPDSFAALLSSLNELGERQLVHVVKWAKALPGFRNLHVDDQMAVIQYSWMGLMVFAMGWRSFTNVNSRMLYFAPDLVFNEYRMHKSRMYSQCVRMRHLSQEFGWLQITPQEFLCMKALLLFSIIPVDGLKNQKFFDELRMNYIKELDRIIACKRKNPTSCSRRFYQLTKLLDSVQPIARELHQFTFDLLIKSHMVSVDFPEMMAEIISVQVPKILSGKVKPIYFHT. The pKd is 5.5. (7) The small molecule is COc1cccc(C(=O)NC2C(O)[C@H](O[C@@H]3OC(CO)[C@H](O)C(OCc4ccc5ccccc5c4)C3O)C(CO)O[C@H]2OCCNC(=O)CCCCCN2C(=O)C=CC2=O)c1. The target protein sequence is MASGLVASNLNLKPGECLRVRGEVAPDAKSFVLNLGKDSNNLCLHFNPRFNAHGDANTIVCNSKDGGAWGTEQREAVFPFQPGSVAEVCITFDQANLTVKLPDGYEFKFPNRLNLEAINYMAADGDFKIKCVAFD. The pKd is 4.4. (8) The compound is Cc1sc2c(c1C)C(c1ccc(Cl)cc1)=N[C@H](CC(=O)OC(C)(C)C)c1nnc(C)n1-2. The target protein sequence is KPGRVTNQLQYLHKVVMKALWKHQFAWPFRQPVDAVKLGLPDYHKIIKQPMDMGTIKRRLENNYYWAASECMQDFNTMFTNCYIYNKPTDDIVLMAQTLEKIFLQKVASMPQEEQELVVTIPKN. The pKd is 7.6.